From a dataset of HIV replication inhibition screening data with 41,000+ compounds from the AIDS Antiviral Screen. Binary Classification. Given a drug SMILES string, predict its activity (active/inactive) in a high-throughput screening assay against a specified biological target. The compound is CCC(C)c1c(NC(C)=O)o[nH]c1=O. The result is 0 (inactive).